From a dataset of Catalyst prediction with 721,799 reactions and 888 catalyst types from USPTO. Predict which catalyst facilitates the given reaction. (1) Reactant: C(N(CC)CC)C.[NH:8]1[CH2:13][CH2:12][CH:11]([NH:14][C:15]2[CH:16]=[C:17]3[C:21](=[CH:22][CH:23]=2)[NH:20][N:19]=[CH:18]3)[CH2:10][CH2:9]1.[CH3:24][S:25](Cl)(=[O:27])=[O:26].[OH-].[Na+]. Product: [CH3:24][S:25]([N:8]1[CH2:9][CH2:10][CH:11]([NH:14][C:15]2[CH:16]=[C:17]3[C:21](=[CH:22][CH:23]=2)[NH:20][N:19]=[CH:18]3)[CH2:12][CH2:13]1)(=[O:27])=[O:26]. The catalyst class is: 7. (2) Reactant: [NH2:1][C:2]1[CH:7]=[CH:6][C:5]([CH2:8][CH2:9][OH:10])=[CH:4][CH:3]=1.C(N(CC)CC)C.[CH3:18][C:19]([O:22][C:23](O[C:23]([O:22][C:19]([CH3:21])([CH3:20])[CH3:18])=[O:24])=[O:24])([CH3:21])[CH3:20]. Product: [OH:10][CH2:9][CH2:8][C:5]1[CH:6]=[CH:7][C:2]([NH:1][C:23](=[O:24])[O:22][C:19]([CH3:21])([CH3:20])[CH3:18])=[CH:3][CH:4]=1. The catalyst class is: 12.